Dataset: Kir2.1 potassium channel HTS with 301,493 compounds. Task: Binary Classification. Given a drug SMILES string, predict its activity (active/inactive) in a high-throughput screening assay against a specified biological target. The molecule is Clc1c(Cn2nnc3c2nc(nc3NCCCOCC)C(F)(F)F)cccc1. The result is 0 (inactive).